From a dataset of Forward reaction prediction with 1.9M reactions from USPTO patents (1976-2016). Predict the product of the given reaction. Given the reactants [Br:1][C:2]1[CH:3]=[C:4]([N+:9]([O-])=O)[C:5]([NH2:8])=[N:6][CH:7]=1.C(OCC)(=O)C.O.O.[Sn](Cl)(Cl)(Cl)Cl.[BH4-].[Na+], predict the reaction product. The product is: [Br:1][C:2]1[CH:3]=[C:4]([NH2:9])[C:5]([NH2:8])=[N:6][CH:7]=1.